Dataset: Retrosynthesis with 50K atom-mapped reactions and 10 reaction types from USPTO. Task: Predict the reactants needed to synthesize the given product. (1) Given the product COc1ccc2nc(-c3ccc(NC(=O)c4ccc(Br)nc4)cc3)sc2c1, predict the reactants needed to synthesize it. The reactants are: COc1ccc2nc(-c3ccc(N)cc3)sc2c1.O=C(O)c1ccc(Br)nc1. (2) Given the product COc1ccc2c(c1)cc(CO)n2CCCl, predict the reactants needed to synthesize it. The reactants are: CCOC(=O)c1cc2cc(OC)ccc2n1CCCl. (3) Given the product COC[C@@H](C)Oc1cccc(N)c1, predict the reactants needed to synthesize it. The reactants are: COC[C@@H](C)Oc1cccc([N+](=O)[O-])c1. (4) Given the product CC1=CCC(C)(C)c2cc(C#Cc3ccc(C(=O)O)cc3)ccc21, predict the reactants needed to synthesize it. The reactants are: CC1(C)CC=C(c2ccccc2)c2ccc(C#Cc3ccc(C(=O)O)cc3)cc21. (5) Given the product COCc1cccc2c1CNC2, predict the reactants needed to synthesize it. The reactants are: COCc1cccc2c1CN(C(=O)OC(C)(C)C)C2.